Dataset: Full USPTO retrosynthesis dataset with 1.9M reactions from patents (1976-2016). Task: Predict the reactants needed to synthesize the given product. Given the product [C:28]([O:31][C:32](=[O:33])[NH:1][CH2:2][CH2:3][C@H:4]([N:6]1[CH2:11][CH2:10][CH:9]([NH:12][C:13]2[CH:14]=[CH:15][C:16]([O:19][Si:20]([C:23]([CH3:25])([CH3:24])[CH3:26])([CH3:21])[CH3:22])=[CH:17][CH:18]=2)[CH2:8][CH2:7]1)[CH3:5])([CH3:30])([CH3:29])[CH3:27], predict the reactants needed to synthesize it. The reactants are: [NH2:1][CH2:2][CH2:3][C@H:4]([N:6]1[CH2:11][CH2:10][CH:9]([NH:12][C:13]2[CH:18]=[CH:17][C:16]([O:19][Si:20]([C:23]([CH3:26])([CH3:25])[CH3:24])([CH3:22])[CH3:21])=[CH:15][CH:14]=2)[CH2:8][CH2:7]1)[CH3:5].[CH3:27][C:28]([O:31][C:32](O[C:32]([O:31][C:28]([CH3:30])([CH3:29])[CH3:27])=[O:33])=[O:33])([CH3:30])[CH3:29].